From a dataset of Reaction yield outcomes from USPTO patents with 853,638 reactions. Predict the reaction yield, written as a fraction of the theoretical maximum amount of product (1.0 means a 100% yield; for example, 0.34 means a 34% yield). (1) The reactants are [CH:1]1([CH2:4][CH2:5][NH:6][C:7]([C:9]2[N:10]=[N:11][C:12]([N:15]3[CH2:20][CH:19]([CH3:21])[NH:18][CH:17]([CH3:22])[CH2:16]3)=[CH:13][CH:14]=2)=[O:8])[CH2:3][CH2:2]1.C(N(C(C)C)CC)(C)C.[F:32][C:33]([F:44])([F:43])[C:34]1[CH:42]=[CH:41][CH:40]=[CH:39][C:35]=1[C:36](Cl)=[O:37].O. The catalyst is ClCCl. The product is [CH:1]1([CH2:4][CH2:5][NH:6][C:7]([C:9]2[N:10]=[N:11][C:12]([N:15]3[CH2:20][CH:19]([CH3:21])[N:18]([C:36](=[O:37])[C:35]4[CH:39]=[CH:40][CH:41]=[CH:42][C:34]=4[C:33]([F:32])([F:43])[F:44])[CH:17]([CH3:22])[CH2:16]3)=[CH:13][CH:14]=2)=[O:8])[CH2:3][CH2:2]1. The yield is 0.280. (2) The reactants are [F:1][C:2]1[CH:3]=[N:4][C:5](C#N)=[N:6][CH:7]=1.[CH2:10]1[CH2:14][O:13]CC1.C[Mg+].[Br-]. The catalyst is CCOCC. The product is [F:1][C:2]1[CH:3]=[N:4][C:5]([C:14](=[O:13])[CH3:10])=[N:6][CH:7]=1. The yield is 0.460. (3) The product is [C:1]([O:5][C:6]([N:8]1[CH2:15][CH2:14][C:11]([CH2:12][NH2:16])([OH:13])[CH2:10][CH2:9]1)=[O:7])([CH3:4])([CH3:3])[CH3:2]. The catalyst is C(O)C. The yield is 0.605. The reactants are [C:1]([O:5][C:6]([N:8]1[CH2:15][CH2:14][C:11]2([O:13][CH2:12]2)[CH2:10][CH2:9]1)=[O:7])([CH3:4])([CH3:3])[CH3:2].[NH3:16]. (4) The reactants are N[C:2]1[CH:7]=[CH:6][C:5]([C:8]([OH:17])([C:13]([F:16])([F:15])[F:14])[C:9]([F:12])([F:11])[F:10])=[CH:4][CH:3]=1.N([O-])=O.[Na+].[BrH:22]. The catalyst is O.[Cu]Br. The product is [Br:22][C:2]1[CH:7]=[CH:6][C:5]([C:8]([OH:17])([C:13]([F:16])([F:15])[F:14])[C:9]([F:12])([F:11])[F:10])=[CH:4][CH:3]=1. The yield is 0.570. (5) The reactants are [NH2:1][C:2]1[S:3][CH:4]=[CH:5][N:6]=1.C([N:15]=[C:16]=[S:17])(=O)C1C=CC=CC=1. The catalyst is CC(C)=O. The product is [S:3]1[CH:4]=[CH:5][N:6]=[C:2]1[NH:1][C:16]([NH2:15])=[S:17]. The yield is 0.710. (6) The reactants are [CH3:1][C:2]1[NH:6][N:5]=[C:4]([C:7]([F:10])([F:9])[F:8])[CH:3]=1.C([O-])(=O)C.[Na+].[Br:16]Br.S([O-])([O-])=O.[Na+].[Na+]. The catalyst is C(O)(=O)C.C(OCC)(=O)C. The product is [Br:16][C:3]1[C:4]([C:7]([F:10])([F:9])[F:8])=[N:5][NH:6][C:2]=1[CH3:1]. The yield is 1.00.